This data is from NCI-60 drug combinations with 297,098 pairs across 59 cell lines. The task is: Regression. Given two drug SMILES strings and cell line genomic features, predict the synergy score measuring deviation from expected non-interaction effect. (1) Drug 1: CC1C(C(CC(O1)OC2CC(CC3=C2C(=C4C(=C3O)C(=O)C5=C(C4=O)C(=CC=C5)OC)O)(C(=O)C)O)N)O.Cl. Drug 2: C1=CN(C(=O)N=C1N)C2C(C(C(O2)CO)O)O.Cl. Cell line: NCI-H322M. Synergy scores: CSS=12.1, Synergy_ZIP=0.0414, Synergy_Bliss=3.74, Synergy_Loewe=1.88, Synergy_HSA=4.11. (2) Drug 1: C1=CC=C(C(=C1)C(C2=CC=C(C=C2)Cl)C(Cl)Cl)Cl. Drug 2: C1=NC2=C(N=C(N=C2N1C3C(C(C(O3)CO)O)F)Cl)N. Cell line: COLO 205. Synergy scores: CSS=27.2, Synergy_ZIP=-7.98, Synergy_Bliss=-1.31, Synergy_Loewe=-30.7, Synergy_HSA=-3.29. (3) Synergy scores: CSS=2.30, Synergy_ZIP=-3.62, Synergy_Bliss=-4.83, Synergy_Loewe=-11.5, Synergy_HSA=-4.41. Drug 1: CCC1(C2=C(COC1=O)C(=O)N3CC4=CC5=C(C=CC(=C5CN(C)C)O)N=C4C3=C2)O.Cl. Drug 2: CC12CCC3C(C1CCC2OP(=O)(O)O)CCC4=C3C=CC(=C4)OC(=O)N(CCCl)CCCl.[Na+]. Cell line: OVCAR-4. (4) Drug 1: CC1=C(C(=O)C2=C(C1=O)N3CC4C(C3(C2COC(=O)N)OC)N4)N. Drug 2: C1C(C(OC1N2C=NC3=C2NC=NCC3O)CO)O. Cell line: HL-60(TB). Synergy scores: CSS=-7.81, Synergy_ZIP=1.62, Synergy_Bliss=-2.65, Synergy_Loewe=-12.2, Synergy_HSA=-10.6.